Predict the reaction yield, written as a fraction of the theoretical maximum amount of product (1.0 means a 100% yield; for example, 0.34 means a 34% yield). From a dataset of Reaction yield outcomes from USPTO patents with 853,638 reactions. (1) The reactants are [C:1]([NH:9][CH2:10][C:11]1([C:17]([O:19]CC)=[O:18])[CH2:16][CH2:15][CH2:14][CH2:13][CH2:12]1)(=[O:8])[C:2]1[CH:7]=[CH:6][CH:5]=[CH:4][CH:3]=1.[OH-].[K+].O. The catalyst is C(O)C. The product is [C:1]([NH:9][CH2:10][C:11]1([C:17]([OH:19])=[O:18])[CH2:16][CH2:15][CH2:14][CH2:13][CH2:12]1)(=[O:8])[C:2]1[CH:7]=[CH:6][CH:5]=[CH:4][CH:3]=1. The yield is 0.740. (2) The reactants are [S:1]1[CH:5]=[CH:4][N:3]=[C:2]1[NH:6][C@@H:7]1[CH2:12][CH2:11][C@H:10]([C:13]([OH:15])=O)[CH2:9][CH2:8]1.[NH3:16].C1COCC1. The catalyst is S(Cl)(Cl)=O.CO.C(Cl)Cl. The product is [S:1]1[CH:5]=[CH:4][N:3]=[C:2]1[NH:6][C@@H:7]1[CH2:12][CH2:11][C@H:10]([C:13]([NH2:16])=[O:15])[CH2:9][CH2:8]1. The yield is 0.700. (3) The reactants are [CH3:1][CH:2]([CH3:6])[C:3](=O)[CH3:4].[N+:7]([C:10]1[CH:15]=[CH:14][C:13]([N:16]2[CH2:21][CH2:20][NH:19][CH2:18][CH2:17]2)=[CH:12][CH:11]=1)([O-:9])=[O:8].C([BH3-])#N.[Na+].O. The catalyst is CO.C(O)(=O)C. The product is [CH3:4][CH:3]([N:19]1[CH2:20][CH2:21][N:16]([C:13]2[CH:12]=[CH:11][C:10]([N+:7]([O-:9])=[O:8])=[CH:15][CH:14]=2)[CH2:17][CH2:18]1)[CH:2]([CH3:6])[CH3:1]. The yield is 0.340. (4) The reactants are Br[CH:2]([C:7]1[CH:12]=[C:11]([Cl:13])[CH:10]=[C:9]([Cl:14])[CH:8]=1)[C:3]([F:6])([F:5])[F:4].[CH:15]([C:17]1[CH:22]=[CH:21][C:20]([N:23]2[CH:27]=[N:26][CH:25]=[N:24]2)=[CH:19][CH:18]=1)=[CH2:16].N1C=CC=CC=1C1C=CC=CN=1. The catalyst is ClC1C=CC=CC=1Cl.Cl[Cu]. The product is [Cl:14][C:9]1[CH:8]=[C:7]([CH:2]([C:3]([F:6])([F:5])[F:4])/[CH:16]=[CH:15]/[C:17]2[CH:18]=[CH:19][C:20]([N:23]3[CH:27]=[N:26][CH:25]=[N:24]3)=[CH:21][CH:22]=2)[CH:12]=[C:11]([Cl:13])[CH:10]=1. The yield is 0.320. (5) The reactants are N([CH2:4][C:5]1[CH:10]=[C:9]([Cl:11])[CH:8]=[CH:7][C:6]=1[C:12]1[N:16]([C:17]([C:30]2[CH:35]=[CH:34][CH:33]=[CH:32][CH:31]=2)([C:24]2[CH:29]=[CH:28][CH:27]=[CH:26][CH:25]=2)[C:18]2[CH:23]=[CH:22][CH:21]=[CH:20][CH:19]=2)[N:15]=[N:14][N:13]=1)=[N+]=[N-].C1C(=O)N([Br:43])C(=O)C1.C(OOC(=O)C1C=CC=CC=1)(=O)C1C=CC=CC=1. The catalyst is C(Cl)(Cl)Cl. The product is [Br:43][CH2:4][C:5]1[CH:10]=[C:9]([Cl:11])[CH:8]=[CH:7][C:6]=1[C:12]1[N:16]([C:17]([C:30]2[CH:35]=[CH:34][CH:33]=[CH:32][CH:31]=2)([C:24]2[CH:29]=[CH:28][CH:27]=[CH:26][CH:25]=2)[C:18]2[CH:23]=[CH:22][CH:21]=[CH:20][CH:19]=2)[N:15]=[N:14][N:13]=1. The yield is 0.741. (6) The reactants are CC(OC([N:8]1[CH2:14][C:13]2[CH:15]=[C:16]([B:19]([OH:21])[OH:20])[CH:17]=[CH:18][C:12]=2[O:11][CH2:10][CH2:9]1)=O)(C)C.[ClH:22]. The catalyst is O1CCOCC1.C(OCC)C. The product is [ClH:22].[O:11]1[C:12]2[CH:18]=[CH:17][C:16]([B:19]([OH:21])[OH:20])=[CH:15][C:13]=2[CH2:14][NH:8][CH2:9][CH2:10]1. The yield is 0.950. (7) The reactants are [CH:1]1([N:6]2[CH2:11][CH2:10][N:9]([C:12]3[CH:17]=[C:16]([N+:18]([O-])=O)[CH:15]=[CH:14][N:13]=3)[CH2:8][CH2:7]2)[CH2:5][CH2:4][CH2:3][CH2:2]1.[H][H]. The catalyst is CO.[Pd]. The product is [CH:1]1([N:6]2[CH2:7][CH2:8][N:9]([C:12]3[CH:17]=[C:16]([NH2:18])[CH:15]=[CH:14][N:13]=3)[CH2:10][CH2:11]2)[CH2:2][CH2:3][CH2:4][CH2:5]1. The yield is 0.920. (8) The reactants are C[O:2][C:3]([C:5]1[CH:23]=[CH:22][C:8]([C:9]([NH:11][C:12]2[CH:13]=[C:14]3[C:18](=[CH:19][CH:20]=2)[NH:17][C:16](=[O:21])[CH2:15]3)=[O:10])=[CH:7][CH:6]=1)=[O:4].[OH-].[Na+]. The catalyst is CO. The product is [C:3]([C:5]1[CH:6]=[CH:7][C:8]([C:9]([NH:11][C:12]2[CH:13]=[C:14]3[C:18](=[CH:19][CH:20]=2)[NH:17][C:16](=[O:21])[CH2:15]3)=[O:10])=[CH:22][CH:23]=1)([OH:4])=[O:2]. The yield is 0.870. (9) The reactants are [CH:1]1([CH2:4][N:5]2[C:9]3[CH:10]=[CH:11][C:12]([NH:14][CH3:15])=[CH:13][C:8]=3[N:7]=[C:6]2[CH:16]([C:18]2[CH:23]=[CH:22][C:21]([O:24][CH2:25][CH3:26])=[CH:20][CH:19]=2)[CH3:17])[CH2:3][CH2:2]1.CCN(C(C)C)C(C)C.[C:36](Cl)(=[O:41])[CH2:37][CH:38]([CH3:40])[CH3:39]. The catalyst is CC#N.CN(C1C=CN=CC=1)C. The product is [CH:1]1([CH2:4][N:5]2[C:9]3[CH:10]=[CH:11][C:12]([N:14]([CH3:15])[C:36](=[O:41])[CH2:37][CH:38]([CH3:40])[CH3:39])=[CH:13][C:8]=3[N:7]=[C:6]2[CH:16]([C:18]2[CH:19]=[CH:20][C:21]([O:24][CH2:25][CH3:26])=[CH:22][CH:23]=2)[CH3:17])[CH2:3][CH2:2]1. The yield is 0.990. (10) The reactants are [CH:1]([C:4]1[CH:25]=[CH:24][C:7]([CH2:8][C:9]2[C:21]([CH3:22])=[CH:20][C:19]([CH3:23])=[CH:18][C:10]=2[O:11][C:12]([CH3:17])([CH3:16])[C:13](O)=[O:14])=[CH:6][CH:5]=1)([CH3:3])[CH3:2].C(Cl)(=O)C(Cl)=O.[Cl-].[Al+3].[Cl-].[Cl-]. The catalyst is C1COCC1.CN(C=O)C.ClCCl. The product is [CH:1]([C:4]1[CH:5]=[CH:6][C:7]([CH2:8][C:9]2[C:10]3[O:11][C:12]([CH3:17])([CH3:16])[C:13](=[O:14])[C:18]=3[C:19]([CH3:23])=[CH:20][C:21]=2[CH3:22])=[CH:24][CH:25]=1)([CH3:3])[CH3:2]. The yield is 0.640.